This data is from Catalyst prediction with 721,799 reactions and 888 catalyst types from USPTO. The task is: Predict which catalyst facilitates the given reaction. (1) Reactant: [CH2:1]([O:8][C:9]1[CH:14]=[CH:13][N:12]2[N:15]=[C:16]([CH3:21])[C:17]([C:18]([NH2:20])=O)=[C:11]2[CH:10]=1)[C:2]1[CH:7]=[CH:6][CH:5]=[CH:4][CH:3]=1.N1C=CC=CC=1.FC(F)(F)C(OC(=O)C(F)(F)F)=O.C(N(CC)CC)C. Product: [CH2:1]([O:8][C:9]1[CH:14]=[CH:13][N:12]2[N:15]=[C:16]([CH3:21])[C:17]([C:18]#[N:20])=[C:11]2[CH:10]=1)[C:2]1[CH:3]=[CH:4][CH:5]=[CH:6][CH:7]=1. The catalyst class is: 7. (2) Reactant: [C:1]([O:5][C:6]([NH:8][CH2:9][C@H:10]1[CH2:15][CH2:14][C@H:13]([C:16]([NH:18][C@H:19]([C:37]([NH:39][C:40]2[CH:48]=[C:47]3[C:43]([CH:44]=[N:45][NH:46]3)=[CH:42][CH:41]=2)=[O:38])[CH2:20][C:21]2[CH:26]=[CH:25][C:24]([C:27]3[CH:32]=[CH:31][C:30]([C:33](O)=[O:34])=[CH:29][C:28]=3[CH3:36])=[CH:23][CH:22]=2)=[O:17])[CH2:12][CH2:11]1)=[O:7])([CH3:4])([CH3:3])[CH3:2].[NH2:49][C@@H:50]1[CH2:54][CH2:53][NH:52][C:51]1=[O:55].C(NC(C)C)(C)C.CN(C(ON1N=NC2C=CC=NC1=2)=[N+](C)C)C.F[P-](F)(F)(F)(F)F. Product: [NH:46]1[C:47]2[C:43](=[CH:42][CH:41]=[C:40]([NH:39][C:37](=[O:38])[C@@H:19]([NH:18][C:16]([C@H:13]3[CH2:14][CH2:15][C@H:10]([CH2:9][NH:8][C:6](=[O:7])[O:5][C:1]([CH3:2])([CH3:3])[CH3:4])[CH2:11][CH2:12]3)=[O:17])[CH2:20][C:21]3[CH:22]=[CH:23][C:24]([C:27]4[CH:32]=[CH:31][C:30]([C:33](=[O:34])[NH:49][C@@H:50]5[CH2:54][CH2:53][NH:52][C:51]5=[O:55])=[CH:29][C:28]=4[CH3:36])=[CH:25][CH:26]=3)[CH:48]=2)[CH:44]=[N:45]1. The catalyst class is: 1. (3) Reactant: [Cl:1][C:2]1[N:3]=[C:4]([CH3:8])[NH:5][C:6]=1[Cl:7].[H-].[Na+].Br[CH2:12][C:13]1[S:28][C:16]2[N:17]([CH2:24][CH:25]([CH3:27])[CH3:26])[C:18](=[O:23])[N:19]([CH3:22])[C:20](=[O:21])[C:15]=2[C:14]=1[C:29]([O:31][CH3:32])=[O:30].O. Product: [Cl:1][C:2]1[N:3]=[C:4]([CH3:8])[N:5]([CH2:12][C:13]2[S:28][C:16]3[N:17]([CH2:24][CH:25]([CH3:27])[CH3:26])[C:18](=[O:23])[N:19]([CH3:22])[C:20](=[O:21])[C:15]=3[C:14]=2[C:29]([O:31][CH3:32])=[O:30])[C:6]=1[Cl:7]. The catalyst class is: 7. (4) Reactant: FC(F)(F)C(O)=O.C(OC([N:15]1[C:20]2[CH:21]=[C:22]([Cl:30])[C:23]([O:25][CH2:26][C:27]([OH:29])=[O:28])=[CH:24][C:19]=2[O:18][CH:17]([C:31]([N:33]2[CH2:38][CH2:37][C:36]([C:47]#[N:48])([CH2:39][C:40]3[CH:45]=[CH:44][C:43]([F:46])=[CH:42][CH:41]=3)[CH2:35][CH2:34]2)=[O:32])[CH2:16]1)=O)(C)(C)C. Product: [Cl:30][C:22]1[C:23]([O:25][CH2:26][C:27]([OH:29])=[O:28])=[CH:24][C:19]2[O:18][CH:17]([C:31]([N:33]3[CH2:34][CH2:35][C:36]([C:47]#[N:48])([CH2:39][C:40]4[CH:45]=[CH:44][C:43]([F:46])=[CH:42][CH:41]=4)[CH2:37][CH2:38]3)=[O:32])[CH2:16][NH:15][C:20]=2[CH:21]=1. The catalyst class is: 2. (5) Reactant: O[C:2]1[C:6]([CH3:8])([CH3:7])[O:5][C:4](=[O:9])[CH:3]=1.C(Br)(=O)C([Br:13])=O. Product: [Br:13][C:2]1[C:6]([CH3:8])([CH3:7])[O:5][C:4](=[O:9])[CH:3]=1. The catalyst class is: 825. (6) Reactant: [C:1]12([C:11]3[CH:12]=[C:13]([C:26]4[CH:27]=[C:28]([CH:31]=[CH:32][CH:33]=4)[CH:29]=[O:30])[CH:14]=[C:15]([F:25])[C:16]=3[O:17][Si](C(C)(C)C)(C)C)[CH2:10][CH:5]3[CH2:6][CH:7]([CH2:9][CH:3]([CH2:4]3)[CH2:2]1)[CH2:8]2.[F-].C([N+](CCCC)(CCCC)CCCC)CCC. Product: [C:1]12([C:11]3[CH:12]=[C:13]([C:26]4[CH:27]=[C:28]([CH:31]=[CH:32][CH:33]=4)[CH:29]=[O:30])[CH:14]=[C:15]([F:25])[C:16]=3[OH:17])[CH2:10][CH:5]3[CH2:4][CH:3]([CH2:9][CH:7]([CH2:6]3)[CH2:8]1)[CH2:2]2. The catalyst class is: 1. (7) Reactant: [CH2:1]([N:8]1[C:17](=[O:18])[C:16]2[C:11](=[CH:12][C:13]([Cl:19])=[CH:14][CH:15]=2)[N:10]=[C:9]1[CH:20]([N:24]1[C:30](=[O:31])[CH2:29][CH2:28][NH:27][CH2:26][CH2:25]1)[CH:21]([CH3:23])[CH3:22])[C:2]1[CH:7]=[CH:6][CH:5]=[CH:4][CH:3]=1.[CH2:32](Br)[C:33]1[CH:38]=[CH:37][CH:36]=[CH:35][CH:34]=1.CCN(CC)CC. The catalyst class is: 2. Product: [CH2:1]([N:8]1[C:17](=[O:18])[C:16]2[C:11](=[CH:12][C:13]([Cl:19])=[CH:14][CH:15]=2)[N:10]=[C:9]1[CH:20]([N:24]1[C:30](=[O:31])[CH2:29][CH2:28][N:27]([CH2:32][C:33]2[CH:38]=[CH:37][CH:36]=[CH:35][CH:34]=2)[CH2:26][CH2:25]1)[CH:21]([CH3:23])[CH3:22])[C:2]1[CH:7]=[CH:6][CH:5]=[CH:4][CH:3]=1.